The task is: Predict the reactants needed to synthesize the given product.. This data is from Full USPTO retrosynthesis dataset with 1.9M reactions from patents (1976-2016). (1) Given the product [O:6]=[C:2]([CH3:1])[CH2:7][CH2:8][CH2:9][CH2:10][N:11]1[CH:15]=[CH:14][C:13]([NH:16][C:27](=[O:28])/[CH:26]=[CH:25]/[C:21]2[CH:22]=[CH:23][CH:24]=[C:19]([C:18]([F:30])([F:31])[F:17])[CH:20]=2)=[N:12]1, predict the reactants needed to synthesize it. The reactants are: [CH3:1][C:2]1([CH2:7][CH2:8][CH2:9][CH2:10][N:11]2[CH:15]=[CH:14][C:13]([NH2:16])=[N:12]2)[O:6]CCO1.[F:17][C:18]([F:31])([F:30])[C:19]1[CH:20]=[C:21](/[CH:25]=[CH:26]/[C:27](O)=[O:28])[CH:22]=[CH:23][CH:24]=1. (2) Given the product [ClH:1].[Cl:11][C:4]1[CH:3]=[C:2]([C:15]2[CH:14]=[C:13]([Cl:12])[CH:18]=[C:17]([Cl:19])[CH:16]=2)[N:7]=[C:6]2[CH2:8][CH2:9][CH2:10][C:5]=12, predict the reactants needed to synthesize it. The reactants are: [Cl:1][C:2]1[N:7]=[C:6]2[CH2:8][CH2:9][CH2:10][C:5]2=[C:4]([Cl:11])[CH:3]=1.[Cl:12][C:13]1[CH:14]=[C:15](B(O)O)[CH:16]=[C:17]([Cl:19])[CH:18]=1. (3) Given the product [CH3:23][S:3]([C:10]1[CH:11]=[C:12]([CH:16]=[C:17]([C:19]([F:22])([F:20])[F:21])[N:18]=1)[C:13]([OH:15])=[O:14])(=[O:5])=[O:2], predict the reactants needed to synthesize it. The reactants are: O[O:2][S:3]([O-:5])=O.[K+].O.CS[C:10]1[CH:11]=[C:12]([CH:16]=[C:17]([C:19]([F:22])([F:21])[F:20])[N:18]=1)[C:13]([OH:15])=[O:14].[C:23](O)(=O)CC(CC(O)=O)(C(O)=O)O.